Predict the reactants needed to synthesize the given product. From a dataset of Full USPTO retrosynthesis dataset with 1.9M reactions from patents (1976-2016). (1) Given the product [CH2:14]([C:19]1[CH:20]=[C:21]([CH:29]=[CH:30][N:31]=1)[C:22]([OH:24])=[O:23])[CH2:15][CH:16]([CH3:18])[CH3:17], predict the reactants needed to synthesize it. The reactants are: C(C1C=C(C=CN=1)C(O)=O)C(C)C.[CH2:14]([C:19]1[CH:20]=[C:21]([CH:29]=[CH:30][N:31]=1)[C:22]([O:24]C(C)(C)C)=[O:23])[CH2:15][CH:16]([CH3:18])[CH3:17]. (2) Given the product [F:59][C:2]1[CH:3]=[C:4]([C:34]2[C:35]([C:40]#[N:41])=[CH:36][CH:37]=[CH:38][CH:39]=2)[CH:5]=[CH:6][C:7]=1[CH2:8][C:9]1[C:10](=[O:33])[N:11]([C@H:21]2[CH2:26][CH2:25][C@H:24]([O:27][CH:28]([CH3:29])[CH:30]([OH:31])[CH2:32][F:60])[CH2:23][CH2:22]2)[C:12]2[N:13]([N:18]=[CH:19][N:20]=2)[C:14]=1[CH2:15][CH2:16][CH3:17], predict the reactants needed to synthesize it. The reactants are: F[C:2]1[CH:3]=[C:4]([C:34]2[C:35]([C:40]#[N:41])=[CH:36][CH:37]=[CH:38][CH:39]=2)[CH:5]=[CH:6][C:7]=1[CH2:8][C:9]1[C:10](=[O:33])[N:11]([C@H:21]2[CH2:26][CH2:25][C@H:24]([O:27][CH:28]([CH:30]3[CH2:32][O:31]3)[CH3:29])[CH2:23][CH2:22]2)[C:12]2[N:13]([N:18]=[CH:19][N:20]=2)[C:14]=1[CH2:15][CH2:16][CH3:17].CCCC[N+](CCCC)(CCCC)CCCC.[FH:59].[FH:60].[F-]. (3) Given the product [F:32][CH2:33][CH2:34][O:30][C@@H:27]1[CH2:28][CH2:29][N:25]([CH2:24][CH2:23][OH:22])[CH2:26]1, predict the reactants needed to synthesize it. The reactants are: ClC1C=CC(COC2C=CN(C3C=CC([O:22][CH2:23][CH2:24][N:25]4[CH2:29][CH2:28][C@H:27]([OH:30])[CH2:26]4)=CC=3)C(=O)C=2)=NC=1.[F:32][CH2:33][C@@H:34]1CCCN1C(OC(C)(C)C)=O.FCCO[C@@H]1CCN(C(OC(C)(C)C)=O)C1. (4) Given the product [F:23][C:24]([F:37])([F:36])[S:25]([O:28][C:15]1[C:18]2[C:22]3[C:5](=[CH:4][CH:3]=[CH:12][CH:13]=3)[C:6]3[C:11](=[CH:10][CH:9]=[CH:8][CH:7]=3)[C:19]=2[CH:20]=[CH:21][CH:16]=1)(=[O:27])=[O:26], predict the reactants needed to synthesize it. The reactants are: OC1[C:11]2[C:6](=[CH:7][CH:8]=[CH:9][CH:10]=2)[CH:5]=[CH:4][C:3]=1[C:12](=O)[CH3:13].[CH3:15][C:16]1[CH:21]=[CH:20][CH:19]=[C:18]([CH3:22])N=1.[F:23][C:24]([F:37])([F:36])[S:25]([O:28]S(C(F)(F)F)(=O)=O)(=[O:27])=[O:26]. (5) Given the product [Cl:1][C:2]1[C:11]([C:12]([F:13])([F:14])[F:15])=[CH:10][C:9]2[C:4](=[C:5]([C:16]([NH:19][C:20]3[CH:21]=[N:22][CH:23]=[CH:24][CH:25]=3)=[O:18])[CH:6]=[CH:7][CH:8]=2)[N:3]=1, predict the reactants needed to synthesize it. The reactants are: [Cl:1][C:2]1[C:11]([C:12]([F:15])([F:14])[F:13])=[CH:10][C:9]2[C:4](=[C:5]([C:16]([OH:18])=O)[CH:6]=[CH:7][CH:8]=2)[N:3]=1.[NH2:19][C:20]1[CH:21]=[N:22][CH:23]=[CH:24][CH:25]=1.CN(C(ON1N=NC2C=CC=NC1=2)=[N+](C)C)C.F[P-](F)(F)(F)(F)F.CCN(C(C)C)C(C)C. (6) Given the product [CH3:1][O:2][C:3](=[O:12])[C:4]1[CH:9]=[C:8]([CH3:10])[CH:7]=[CH:6][C:5]=1[O:11][S:13]([C:16]([F:19])([F:18])[F:17])(=[O:15])=[O:14], predict the reactants needed to synthesize it. The reactants are: [CH3:1][O:2][C:3](=[O:12])[C:4]1[CH:9]=[C:8]([CH3:10])[CH:7]=[CH:6][C:5]=1[OH:11].[S:13](O[S:13]([C:16]([F:19])([F:18])[F:17])(=[O:15])=[O:14])([C:16]([F:19])([F:18])[F:17])(=[O:15])=[O:14].O.